This data is from Full USPTO retrosynthesis dataset with 1.9M reactions from patents (1976-2016). The task is: Predict the reactants needed to synthesize the given product. (1) The reactants are: [N:1]1([C:7]2[CH:16]=[CH:15][C:14]3[C:9](=[CH:10][CH:11]=[C:12]([NH2:17])[CH:13]=3)[N:8]=2)[CH2:6][CH2:5][O:4][CH2:3][CH2:2]1.[Br:18]Br. Given the product [Br:18][C:13]1[C:12]([NH2:17])=[CH:11][CH:10]=[C:9]2[C:14]=1[CH:15]=[CH:16][C:7]([N:1]1[CH2:2][CH2:3][O:4][CH2:5][CH2:6]1)=[N:8]2, predict the reactants needed to synthesize it. (2) Given the product [CH3:1][S:2]([C:5]1[CH:6]=[C:7]([CH:11]=[CH:12][CH:13]=1)[CH2:8][OH:9])(=[O:3])=[O:4], predict the reactants needed to synthesize it. The reactants are: [CH3:1][S:2]([C:5]1[CH:6]=[C:7]([CH:11]=[CH:12][CH:13]=1)[C:8](O)=[O:9])(=[O:4])=[O:3].B.B(F)(F)F.CCOCC. (3) Given the product [F:4][C:2]([C:5]1[O:9][C:8]([CH2:10][N:11]2[CH:15]=[C:14]([NH:16][C:29](=[O:30])/[CH:28]=[CH:27]/[C:20]3[CH:21]=[CH:22][CH:23]=[C:24]([O:25][CH3:26])[C:19]=3[O:18][CH3:17])[CH:13]=[N:12]2)=[CH:7][CH:6]=1)([F:1])[CH3:3], predict the reactants needed to synthesize it. The reactants are: [F:1][C:2]([C:5]1[O:9][C:8]([CH2:10][N:11]2[CH:15]=[C:14]([NH2:16])[CH:13]=[N:12]2)=[CH:7][CH:6]=1)([F:4])[CH3:3].[CH3:17][O:18][C:19]1[C:24]([O:25][CH3:26])=[CH:23][CH:22]=[CH:21][C:20]=1/[CH:27]=[CH:28]/[C:29](O)=[O:30]. (4) Given the product [CH3:1][O:2][C:3]1[CH:4]=[CH:5][C:6]([CH:10]2[CH2:19][CH2:18][C:17]3[C:12](=[CH:13][CH:14]=[C:15]([O:20][CH3:21])[CH:16]=3)[CH2:11]2)=[C:7]([NH:9][CH2:31][CH2:30][C:27]2[CH:28]=[CH:29][C:24]([O:23][CH3:22])=[CH:25][CH:26]=2)[CH:8]=1, predict the reactants needed to synthesize it. The reactants are: [CH3:1][O:2][C:3]1[CH:4]=[CH:5][C:6]([CH:10]2[CH2:19][CH2:18][C:17]3[C:12](=[CH:13][CH:14]=[C:15]([O:20][CH3:21])[CH:16]=3)[CH2:11]2)=[C:7]([NH2:9])[CH:8]=1.[CH3:22][O:23][C:24]1[CH:29]=[CH:28][C:27]([CH2:30][C:31](Cl)=O)=[CH:26][CH:25]=1.N1C=CC=CC=1. (5) Given the product [CH2:33]([O:40][C:41](=[O:66])[CH2:42][C@@H:43]([C:47]1[CH:51]=[CH:50][N:49]([C:52]2[CH:57]=[CH:56][C:55]([C:58]3[CH:59]=[CH:60][C:61]([C:64]#[N:65])=[CH:62][CH:63]=3)=[CH:54][CH:53]=2)[CH:48]=1)[C:44]([NH:67][C@H:68]([C:73]1[NH:77][CH:76]=[CH:75][N:74]=1)[CH2:69][CH:70]([CH3:72])[CH3:71])=[O:45])[C:34]1[CH:39]=[CH:38][CH:37]=[CH:36][CH:35]=1, predict the reactants needed to synthesize it. The reactants are: C(OC(=O)C[C@@H](NC(OC(C)(C)C)=O)C(N[C@H](C(=O)NC)C(C)(C)C)=O)C1C=CC=CC=1.[CH2:33]([O:40][C:41](=[O:66])[CH2:42][C@@H:43]([C:47]1[CH:51]=[CH:50][N:49]([C:52]2[CH:57]=[CH:56][C:55]([C:58]3[CH:63]=[CH:62][C:61]([C:64]#[N:65])=[CH:60][CH:59]=3)=[CH:54][CH:53]=2)[CH:48]=1)[C:44](O)=[O:45])[C:34]1[CH:39]=[CH:38][CH:37]=[CH:36][CH:35]=1.[NH2:67][C@H:68]([C:73]1[NH:74][CH:75]=[CH:76][N:77]=1)[CH2:69][CH:70]([CH3:72])[CH3:71].CN(C(ON1N=NC2C=CC=CC1=2)=[N+](C)C)C.[B-](F)(F)(F)F. (6) Given the product [CH3:15][C:16]1[N:22]([CH:23]2[CH2:28][CH2:27][C:26](=[O:29])[NH:25][C:24]2=[O:30])[C:4](=[O:6])[C:3]2[C:2](=[CH:10][C:9]([CH3:11])=[CH:8][CH:7]=2)[N:1]=1, predict the reactants needed to synthesize it. The reactants are: [NH2:1][C:2]1[CH:10]=[C:9]([CH3:11])[CH:8]=[CH:7][C:3]=1[C:4]([OH:6])=O.N1[CH:16]=[CH:15]N=C1.C(Cl)(=O)C.Cl.[NH2:22][CH:23]1[CH2:28][CH2:27][C:26](=[O:29])[NH:25][C:24]1=[O:30].P(OC1C=CC=CC=1)(OC1C=CC=CC=1)OC1C=CC=CC=1. (7) Given the product [F:18][C:2]([F:1])([F:17])[C:3]1[CH:15]=[C:14]2[C:6]([C:7]3[CH:8]=[C:9]([NH:16][C:20]([NH2:21])=[O:19])[CH:10]=[CH:11][C:12]=3[NH:13]2)=[CH:5][CH:4]=1, predict the reactants needed to synthesize it. The reactants are: [F:1][C:2]([F:18])([F:17])[C:3]1[CH:15]=[C:14]2[C:6]([C:7]3[CH:8]=[C:9]([NH2:16])[CH:10]=[CH:11][C:12]=3[NH:13]2)=[CH:5][CH:4]=1.[O-:19][C:20]#[N:21].[K+].O.